From a dataset of Forward reaction prediction with 1.9M reactions from USPTO patents (1976-2016). Predict the product of the given reaction. (1) Given the reactants [O:1]=[C:2]1[C:10]2[C:5](=[CH:6][CH:7]=[CH:8][CH:9]=2)[C:4](=[O:11])[N:3]1[CH2:12][CH2:13][C:14]#[C:15][C:16]1[CH:33]=[CH:32][C:19]2[N:20]([CH2:30][CH3:31])[C:21](=[O:29])[C:22]([CH3:28])([CH3:27])[C:23](=[O:26])[N:24]([CH3:25])[C:18]=2[CH:17]=1, predict the reaction product. The product is: [O:1]=[C:2]1[C:10]2[C:5](=[CH:6][CH:7]=[CH:8][CH:9]=2)[C:4](=[O:11])[N:3]1[CH2:12][CH2:13][CH2:14][CH2:15][C:16]1[CH:33]=[CH:32][C:19]2[N:20]([CH2:30][CH3:31])[C:21](=[O:29])[C:22]([CH3:28])([CH3:27])[C:23](=[O:26])[N:24]([CH3:25])[C:18]=2[CH:17]=1. (2) Given the reactants [C:1]([O:5][C:6]([N:8]1[CH2:13][CH2:12][CH2:11][CH2:10][CH:9]1[CH2:14][OH:15])=[O:7])([CH3:4])([CH3:3])[CH3:2].C[N+]1([O-])CCOCC1, predict the reaction product. The product is: [C:1]([O:5][C:6]([N:8]1[CH2:13][CH2:12][CH2:11][CH2:10][CH:9]1[CH:14]=[O:15])=[O:7])([CH3:4])([CH3:3])[CH3:2]. (3) Given the reactants [CH3:1][N:2]1[CH:6]=[C:5](B2OC(C)(C)C(C)(C)O2)[CH:4]=[N:3]1.Br[C:17]1[CH:22]=[CH:21][C:20]([C:23]2[S:27][C:26]([N:28]([CH3:39])[CH:29]3[CH2:34][C:33]([CH3:36])([CH3:35])[NH:32][C:31]([CH3:38])([CH3:37])[CH2:30]3)=[N:25][N:24]=2)=[C:19]([Cl:40])[CH:18]=1.C([O-])([O-])=O.[Na+].[Na+].CO, predict the reaction product. The product is: [Cl:40][C:19]1[CH:18]=[C:17]([C:5]2[CH:4]=[N:3][N:2]([CH3:1])[CH:6]=2)[CH:22]=[CH:21][C:20]=1[C:23]1[S:27][C:26]([N:28]([CH3:39])[CH:29]2[CH2:34][C:33]([CH3:35])([CH3:36])[NH:32][C:31]([CH3:38])([CH3:37])[CH2:30]2)=[N:25][N:24]=1.